Dataset: Forward reaction prediction with 1.9M reactions from USPTO patents (1976-2016). Task: Predict the product of the given reaction. (1) Given the reactants [Br:1][C:2]1[CH:7]=[CH:6][C:5](Br)=[CH:4][N:3]=1.O.[NH2:10][NH2:11], predict the reaction product. The product is: [Br:1][C:2]1[CH:7]=[CH:6][CH:5]=[C:4]([NH:10][NH2:11])[N:3]=1. (2) Given the reactants [N:8]1[CH:9]=[CH:10][CH:11]=[CH:12][C:7]=1[C:7]1[CH:12]=[CH:11][CH:10]=[CH:9][N:8]=1.C(=O)([O-])[O-].[Na+].[Na+].[NH:19]1[C:23]2=[CH:24]N=CC=[C:22]2[CH:21]=[N:20]1.C1(B(O)O)CC1, predict the reaction product. The product is: [CH:23]1([N:19]2[C:10]3=[CH:9][N:8]=[CH:7][CH:12]=[C:11]3[CH:21]=[N:20]2)[CH2:22][CH2:24]1. (3) Given the reactants [NH:1]1[CH2:6][CH2:5][CH:4]([CH2:7][O:8][C:9]2[CH:18]=[CH:17][CH:16]=[C:15]3[C:10]=2[C:11]([NH2:20])=[N:12][C:13]([NH2:19])=[N:14]3)[CH2:3][CH2:2]1.[C:21]1([CH3:30])[CH:26]=[CH:25][CH:24]=[C:23]([C:27](Cl)=[O:28])[CH:22]=1, predict the reaction product. The product is: [NH2:19][C:13]1[N:12]=[C:11]([NH2:20])[C:10]2[C:15](=[CH:16][CH:17]=[CH:18][C:9]=2[O:8][CH2:7][CH:4]2[CH2:5][CH2:6][N:1]([C:27]([C:23]3[CH:22]=[C:21]([CH3:30])[CH:26]=[CH:25][CH:24]=3)=[O:28])[CH2:2][CH2:3]2)[N:14]=1.